This data is from HIV replication inhibition screening data with 41,000+ compounds from the AIDS Antiviral Screen. The task is: Binary Classification. Given a drug SMILES string, predict its activity (active/inactive) in a high-throughput screening assay against a specified biological target. (1) The molecule is CCN(CC)C(=O)CC12CCCCC1=Nc1ccccc12. The result is 0 (inactive). (2) The compound is C#CC1(O)C(CO)OC(n2ccc(=O)[nH]c2=O)C1O[Si](C)(C)C(C)(C)C. The result is 0 (inactive). (3) The drug is CC1CN=C(Nc2ccccc2)S1. The result is 0 (inactive).